Task: Predict which catalyst facilitates the given reaction.. Dataset: Catalyst prediction with 721,799 reactions and 888 catalyst types from USPTO Reactant: CO[C:3]1[CH:8]=[CH:7][C:6]([CH2:9][C:10](Cl)=[O:11])=[CH:5][CH:4]=1.[CH:13]([NH2:15])=[O:14].N1C=CC=CC=1.C[C:23](C)=[O:24]. Product: [CH:13]([NH:15][C:10](=[O:11])[CH2:9][C:6]1[CH:5]=[CH:4][CH:3]=[C:8]([O:24][CH3:23])[CH:7]=1)=[O:14]. The catalyst class is: 25.